This data is from Buchwald-Hartwig C-N cross coupling reaction yields with 55,370 reactions. The task is: Predict the reaction yield, written as a fraction of the theoretical maximum amount of product (1.0 means a 100% yield; for example, 0.34 means a 34% yield). (1) The reactants are Brc1cccnc1.Cc1ccc(N)cc1.O=S(=O)(O[Pd]1c2ccccc2-c2ccccc2N~1)C(F)(F)F.COc1ccc(OC)c(P(C(C)(C)C)C(C)(C)C)c1-c1c(C(C)C)cc(C(C)C)cc1C(C)C.CCN=P(N=P(N(C)C)(N(C)C)N(C)C)(N(C)C)N(C)C.c1ccc(-c2ccno2)cc1. No catalyst specified. The product is Cc1ccc(Nc2cccnc2)cc1. The yield is 0.151. (2) The reactants are Ic1ccccn1.Cc1ccc(N)cc1.O=S(=O)(O[Pd]1c2ccccc2-c2ccccc2N~1)C(F)(F)F.COc1ccc(OC)c(P(C(C)(C)C)C(C)(C)C)c1-c1c(C(C)C)cc(C(C)C)cc1C(C)C.CCN=P(N=P(N(C)C)(N(C)C)N(C)C)(N(C)C)N(C)C.CCOC(=O)c1cc(C)on1. No catalyst specified. The product is Cc1ccc(Nc2ccccn2)cc1. The yield is 0.731. (3) The reactants are CCc1ccc(Cl)cc1.Cc1ccc(N)cc1.O=S(=O)(O[Pd]1c2ccccc2-c2ccccc2N~1)C(F)(F)F.CC(C)c1cc(C(C)C)c(-c2ccccc2P(C(C)(C)C)C(C)(C)C)c(C(C)C)c1.CCN=P(N=P(N(C)C)(N(C)C)N(C)C)(N(C)C)N(C)C.COC(=O)c1ccno1. No catalyst specified. The product is CCc1ccc(Nc2ccc(C)cc2)cc1. The yield is 0.0428. (4) The reactants are FC(F)(F)c1ccc(Cl)cc1.Cc1ccc(N)cc1.O=S(=O)(O[Pd]1c2ccccc2-c2ccccc2N~1)C(F)(F)F.CC(C)c1cc(C(C)C)c(-c2ccccc2P(C(C)(C)C)C(C)(C)C)c(C(C)C)c1.CCN=P(N=P(N(C)C)(N(C)C)N(C)C)(N(C)C)N(C)C.CCOC(=O)c1ccon1. No catalyst specified. The product is Cc1ccc(Nc2ccc(C(F)(F)F)cc2)cc1. The yield is 0. (5) The reactants are FC(F)(F)c1ccc(Br)cc1.Cc1ccc(N)cc1.O=S(=O)(O[Pd]1c2ccccc2-c2ccccc2N~1)C(F)(F)F.COc1ccc(OC)c(P(C(C)(C)C)C(C)(C)C)c1-c1c(C(C)C)cc(C(C)C)cc1C(C)C.CN1CCCN2CCCN=C12.c1ccc(CN(Cc2ccccc2)c2ccno2)cc1. No catalyst specified. The product is Cc1ccc(Nc2ccc(C(F)(F)F)cc2)cc1. The yield is 0.319. (6) The yield is 0.140. No catalyst specified. The reactants are FC(F)(F)c1ccc(Cl)cc1.Cc1ccc(N)cc1.O=S(=O)(O[Pd]1c2ccccc2-c2ccccc2N~1)C(F)(F)F.CC(C)c1cc(C(C)C)c(-c2ccccc2P(C2CCCCC2)C2CCCCC2)c(C(C)C)c1.CCN=P(N=P(N(C)C)(N(C)C)N(C)C)(N(C)C)N(C)C.Fc1cccc(F)c1-c1ccno1. The product is Cc1ccc(Nc2ccc(C(F)(F)F)cc2)cc1.